Dataset: Full USPTO retrosynthesis dataset with 1.9M reactions from patents (1976-2016). Task: Predict the reactants needed to synthesize the given product. (1) Given the product [CH3:1][N:2]1[C:3](=[O:13])[C:4]2([CH2:16][CH2:15]2)[C:5]2[C:6](=[CH:9][CH:10]=[CH:11][CH:12]=2)[C:7]1=[O:8], predict the reactants needed to synthesize it. The reactants are: [CH3:1][N:2]1[C:7](=[O:8])[C:6]2=[CH:9][CH:10]=[CH:11][CH:12]=[C:5]2[CH2:4][C:3]1=[O:13].Br[CH2:15][CH2:16]Br.C([O-])([O-])=O.[K+].[K+].O. (2) Given the product [CH3:39][N:5]1[CH2:6][CH:7]([O:9][C:10]2[CH:15]=[CH:14][C:13]([S:16][C:17]3[C:18]([C:30]([NH:32][C:33]4[S:37][N:36]=[C:35]([CH3:38])[N:34]=4)=[O:31])=[N:19][C:20]([S:23][C:24]4[N:28]([CH3:29])[CH:27]=[N:26][N:25]=4)=[CH:21][CH:22]=3)=[CH:12][CH:11]=2)[CH2:8]1, predict the reactants needed to synthesize it. The reactants are: C=O.CO.[NH:5]1[CH2:8][CH:7]([O:9][C:10]2[CH:15]=[CH:14][C:13]([S:16][C:17]3[C:18]([C:30]([NH:32][C:33]4[S:37][N:36]=[C:35]([CH3:38])[N:34]=4)=[O:31])=[N:19][C:20]([S:23][C:24]4[N:28]([CH3:29])[CH:27]=[N:26][N:25]=4)=[CH:21][CH:22]=3)=[CH:12][CH:11]=2)[CH2:6]1.[C:39](=O)([O-])O.[Na+]. (3) Given the product [OH:52][C@H:51]([CH2:50][O:49][C:46]1[CH:47]=[CH:48][C:43]([OH:42])=[CH:44][CH:45]=1)[CH2:53][NH:1][CH2:2][CH2:3][C:4]1[CH:9]=[CH:8][C:7]([S:10][CH:11]2[CH2:12][CH2:13][N:14]([C:17]([C:19]3[S:20][CH:21]=[CH:22][C:23]=3[CH3:24])=[O:18])[CH2:15][CH2:16]2)=[CH:6][CH:5]=1, predict the reactants needed to synthesize it. The reactants are: [NH2:1][CH2:2][CH2:3][C:4]1[CH:9]=[CH:8][C:7]([S:10][CH:11]2[CH2:16][CH2:15][N:14]([C:17]([C:19]3[S:20][CH:21]=[CH:22][C:23]=3[CH3:24])=[O:18])[CH2:13][CH2:12]2)=[CH:6][CH:5]=1.C([Si]([O:42][C:43]1[CH:48]=[CH:47][C:46]([O:49][CH2:50][CH:51]2[CH2:53][O:52]2)=[CH:45][CH:44]=1)(C1C=CC=CC=1)C1C=CC=CC=1)(C)(C)C. (4) Given the product [CH3:1][NH:2][C:3]([N:5]1[C:13]2[C:8](=[CH:9][C:10]([NH:14][C:15]3[C:20]([C:21]#[N:22])=[CH:19][N:18]=[C:17]([NH:23][C:32]([N:49]4[CH2:50][CH2:51][CH:46]([N:41]5[CH2:45][CH2:44][CH2:43][CH2:42]5)[CH2:47][CH2:48]4)=[O:33])[CH:16]=3)=[CH:11][CH:12]=2)[CH:7]=[CH:6]1)=[O:4], predict the reactants needed to synthesize it. The reactants are: [CH3:1][NH:2][C:3]([N:5]1[C:13]2[C:8](=[CH:9][C:10]([NH:14][C:15]3[C:20]([C:21]#[N:22])=[CH:19][N:18]=[C:17]([NH2:23])[CH:16]=3)=[CH:11][CH:12]=2)[CH:7]=[CH:6]1)=[O:4].C(N(CC)CC)C.Cl[C:32](OC1C=CC=CC=1)=[O:33].[N:41]1([CH:46]2[CH2:51][CH2:50][NH:49][CH2:48][CH2:47]2)[CH2:45][CH2:44][CH2:43][CH2:42]1. (5) Given the product [F:23][C:17]1[CH:18]=[C:19]([CH3:22])[CH:20]=[CH:21][C:16]=1[C:7]1[CH:8]=[C:9]([C:11]2[S:15][CH:14]=[N:13][CH:12]=2)[CH:10]=[C:5]([C:3]([OH:4])=[O:2])[CH:6]=1, predict the reactants needed to synthesize it. The reactants are: C[O:2][C:3]([C:5]1[CH:6]=[C:7]([C:16]2[CH:21]=[CH:20][C:19]([CH3:22])=[CH:18][C:17]=2[F:23])[CH:8]=[C:9]([C:11]2[S:15][CH:14]=[N:13][CH:12]=2)[CH:10]=1)=[O:4].O[Li].O. (6) Given the product [C:32]([N:22]1[CH2:23][CH2:24][CH:19]([N:14]2[CH:15]=[CH:16][C:17](=[O:18])[C:12]([C:11]3[N:7]([C:1]4[CH:2]=[CH:3][CH:4]=[CH:5][CH:6]=4)[N:8]=[CH:9][CH:10]=3)=[N:13]2)[CH2:20][CH2:21]1)(=[O:34])[CH3:33], predict the reactants needed to synthesize it. The reactants are: [C:1]1([N:7]2[C:11]([C:12]3[C:17](=[O:18])[CH:16]=[CH:15][N:14]([CH:19]4[CH2:24][CH2:23][NH:22][CH2:21][CH2:20]4)[N:13]=3)=[CH:10][CH:9]=[N:8]2)[CH:6]=[CH:5][CH:4]=[CH:3][CH:2]=1.C(N(CC)CC)C.[C:32](Cl)(=[O:34])[CH3:33]. (7) Given the product [F:12][C:10]([F:11])([F:13])[CH:9]([C:14]1[S:18][C:17]([C:19](=[O:21])[CH3:20])=[N:16][CH:15]=1)[OH:8], predict the reactants needed to synthesize it. The reactants are: [Si]([O:8][CH:9]([C:14]1[S:18][C:17]([C:19](=[O:21])[CH3:20])=[N:16][CH:15]=1)[C:10]([F:13])([F:12])[F:11])(C(C)(C)C)(C)C.C(O)(=O)C.[F-].C([N+](CCCC)(CCCC)CCCC)CCC.C(=O)([O-])[O-].[Na+].[Na+].